From a dataset of Catalyst prediction with 721,799 reactions and 888 catalyst types from USPTO. Predict which catalyst facilitates the given reaction. (1) Reactant: [NH:1]1[C:7]2[CH:8]=[CH:9][CH:10]=[CH:11][C:6]=2[CH:5]=[CH:4][CH:3]=[N:2]1.C([CH:15]([CH:19](CC=C)[C:20]([NH2:22])=[O:21])[C:16]([NH2:18])=[O:17])C=C.CCN(C(C)C)C(C)C. Product: [NH:1]1[C:7]2[CH:8]=[CH:9][CH:10]=[CH:11][C:6]=2[CH:5]=[CH:4][C:3]([CH:19]([C:20]([NH2:22])=[O:21])[CH2:15][C:16]([NH2:18])=[O:17])=[N:2]1. The catalyst class is: 3. (2) Reactant: [F:1][C:2]1[CH:7]=[CH:6][CH:5]=[CH:4][C:3]=1[N:8]=[C:9]=[S:10].[OH:11][C:12]1[CH:21]=[C:20]([OH:22])[CH:19]=[CH:18][C:13]=1[C:14]([NH:16][NH2:17])=[O:15].CN(C=O)C. Product: [OH:11][C:12]1[CH:21]=[C:20]([OH:22])[CH:19]=[CH:18][C:13]=1[C:14]([NH:16][NH:17][C:9]([NH:8][C:3]1[CH:4]=[CH:5][CH:6]=[CH:7][C:2]=1[F:1])=[S:10])=[O:15]. The catalyst class is: 8. (3) Reactant: [Cl:1][C:2]1[CH:3]=[C:4]([CH:13]=[C:14]([Cl:16])[CH:15]=1)[C:5]([NH:7][NH:8][C:9](=[O:12])[CH2:10][Cl:11])=O.P(Cl)(Cl)(Cl)=O. Product: [Cl:11][CH2:10][C:9]1[O:12][C:5]([C:4]2[CH:3]=[C:2]([Cl:1])[CH:15]=[C:14]([Cl:16])[CH:13]=2)=[N:7][N:8]=1. The catalyst class is: 10. (4) Reactant: [CH2:1]([O:8][N:9]1[C:12]2([CH:17]=[CH:16][C:15](=[O:18])[CH:14]([O:19][Si:20]([C:23]([CH3:26])([CH3:25])[CH3:24])([CH3:22])[CH3:21])[CH:13]2[OH:27])[CH2:11][C:10]1=[O:28])[C:2]1[CH:7]=[CH:6][CH:5]=[CH:4][CH:3]=1.C[Si:30]([C:33]#N)([CH3:32])[CH3:31].C1N2C[CH2:42][N:37](CC2)C1. Product: [CH2:1]([O:8][N:9]1[C:12]2([CH:17]=[CH:16][C:15]([C:42]#[N:37])([O:18][Si:20]([CH3:23])([CH3:22])[CH3:21])[CH:14]([O:19][Si:20]([C:23]([CH3:24])([CH3:25])[CH3:26])([CH3:21])[CH3:22])[CH:13]2[O:27][Si:30]([CH3:31])([CH3:32])[CH3:33])[CH2:11][C:10]1=[O:28])[C:2]1[CH:7]=[CH:6][CH:5]=[CH:4][CH:3]=1. The catalyst class is: 6. (5) Reactant: C[Si](S[Si](C)(C)C)(C)C.[Si](O[S:15]([C:18](F)(F)F)(=O)=O)(C)(C)C.[CH2:22]1[O:28][C@@H]2[O:29][C@H:23]1[C@@H:24]([OH:32])[C@H:25]([OH:31])[C@H:26]2[OH:30]. Product: [C@H:18]1([SH:15])[O:31][C@H:25]([CH2:26][OH:30])[C@@H:24]([OH:32])[C@H:23]([OH:29])[C@H:22]1[OH:28]. The catalyst class is: 2.